The task is: Predict the reaction yield, written as a fraction of the theoretical maximum amount of product (1.0 means a 100% yield; for example, 0.34 means a 34% yield).. This data is from Reaction yield outcomes from USPTO patents with 853,638 reactions. The reactants are [C:1]([O:5][C:6]([N:8]([C:13]1[CH:26]=[CH:25][C:16]2[N:17]([CH2:21][C:22]([OH:24])=[O:23])[C:18](=[O:20])[O:19][C:15]=2[CH:14]=1)[S:9]([CH3:12])(=[O:11])=[O:10])=[O:7])([CH3:4])([CH3:3])[CH3:2].[Cl:27][C:28]1[CH:29]=[N+:30]([O-:53])[CH:31]=[C:32]([Cl:52])[C:33]=1[CH2:34][C@@H:35]([C:37]1[CH:42]=[CH:41][C:40]([O:43][CH:44]([F:46])[F:45])=[C:39]([O:47][CH2:48][CH:49]2[CH2:51][CH2:50]2)[CH:38]=1)O.C(Cl)CCl. The catalyst is CN(C1C=CN=CC=1)C.C(Cl)Cl. The product is [C:1]([O:5][C:6]([N:8]([C:13]1[CH:26]=[CH:25][C:16]2[N:17]([CH2:21][C:22]([O:24][C@H:35]([C:37]3[CH:42]=[CH:41][C:40]([O:43][CH:44]([F:45])[F:46])=[C:39]([O:47][CH2:48][CH:49]4[CH2:50][CH2:51]4)[CH:38]=3)[CH2:34][C:33]3[C:32]([Cl:52])=[CH:31][N+:30]([O-:53])=[CH:29][C:28]=3[Cl:27])=[O:23])[C:18](=[O:20])[O:19][C:15]=2[CH:14]=1)[S:9]([CH3:12])(=[O:10])=[O:11])=[O:7])([CH3:4])([CH3:2])[CH3:3]. The yield is 0.500.